Dataset: Forward reaction prediction with 1.9M reactions from USPTO patents (1976-2016). Task: Predict the product of the given reaction. (1) The product is: [C:12]([C:14]1[CH:15]=[CH:16][C:17]([S:11][C:6]2[CH:5]=[C:4]([Cl:3])[CH:9]=[C:8]([Cl:10])[CH:7]=2)=[C:18]([S:20]([N:23]2[CH2:24][CH2:25][N:26]([C:29]([O:31][C:32]([CH3:35])([CH3:34])[CH3:33])=[O:30])[CH2:27][CH2:28]2)(=[O:22])=[O:21])[CH:19]=1)#[N:13]. Given the reactants [H-].[Na+].[Cl:3][C:4]1[CH:5]=[C:6]([SH:11])[CH:7]=[C:8]([Cl:10])[CH:9]=1.[C:12]([C:14]1[CH:15]=[CH:16][C:17](F)=[C:18]([S:20]([N:23]2[CH2:28][CH2:27][N:26]([C:29]([O:31][C:32]([CH3:35])([CH3:34])[CH3:33])=[O:30])[CH2:25][CH2:24]2)(=[O:22])=[O:21])[CH:19]=1)#[N:13].C1COCC1, predict the reaction product. (2) Given the reactants [CH3:1][C:2]1[CH:7]=[CH:6][N:5]=[C:4]([C:8]([CH3:18])([O:13][Si](C)(C)C)[C:9]([F:12])([F:11])[F:10])[CH:3]=1.C([O-])([O-])=O.[K+].[K+], predict the reaction product. The product is: [F:12][C:9]([F:10])([F:11])[C:8]([C:4]1[CH:3]=[C:2]([CH3:1])[CH:7]=[CH:6][N:5]=1)([OH:13])[CH3:18]. (3) Given the reactants [Cl:1][C:2]1[CH:28]=[CH:27][CH:26]=[CH:25][C:3]=1[O:4][C:5]1[CH2:9][N:8]([CH:10]([CH2:14][CH:15]([C:20]([F:23])([F:22])[F:21])[C:16]([F:19])([F:18])[F:17])[C:11](O)=[O:12])[C:7](=[O:24])[CH:6]=1.[CH3:29][C:30]1([CH3:42])[O:34][C@H:33]([CH2:35][N:36]2[CH:40]=[CH:39][C:38]([NH2:41])=[N:37]2)[CH2:32][O:31]1.C(N(CC)C(C)C)(C)C.F[P-](F)(F)(F)(F)F.N1(O[P+](N(C)C)(N(C)C)N(C)C)C2C=CC=CC=2N=N1, predict the reaction product. The product is: [CH3:29][C:30]1([CH3:42])[O:34][C@H:33]([CH2:35][N:36]2[CH:40]=[CH:39][C:38]([NH:41][C:11](=[O:12])[CH:10]([N:8]3[CH2:9][C:5]([O:4][C:3]4[CH:25]=[CH:26][CH:27]=[CH:28][C:2]=4[Cl:1])=[CH:6][C:7]3=[O:24])[CH2:14][CH:15]([C:20]([F:22])([F:23])[F:21])[C:16]([F:19])([F:17])[F:18])=[N:37]2)[CH2:32][O:31]1. (4) Given the reactants [CH2:1]([O:3][C:4]([C:6]1[N:7]([CH:12]2[CH2:16][CH:15](OC(=O)C)[CH:14]=[CH:13]2)[CH:8]=[N:9][C:10]=1[CH3:11])=[O:5])[CH3:2].S([Cl:31])(C1C=CC(C)=CC=1)(=O)=O.C(N(CC)CC)C, predict the reaction product. The product is: [CH2:1]([O:3][C:4]([C:6]1[N:7]([C@H:12]2[CH2:16][C@@H:15]([Cl:31])[CH:14]=[CH:13]2)[CH:8]=[N:9][C:10]=1[CH3:11])=[O:5])[CH3:2].